Dataset: Forward reaction prediction with 1.9M reactions from USPTO patents (1976-2016). Task: Predict the product of the given reaction. (1) Given the reactants [CH3:1][O:2][C:3](=[O:18])[CH2:4][CH:5]1[CH2:14][C:13]2[C:8](=[CH:9][C:10]([O:15][CH3:16])=[CH:11][CH:12]=2)[NH:7][C:6]1=[O:17].[CH2:19](Br)[C:20]1[CH:25]=[CH:24][CH:23]=[CH:22][CH:21]=1, predict the reaction product. The product is: [CH3:1][O:2][C:3](=[O:18])[CH2:4][CH:5]1[CH2:14][C:13]2[C:8](=[CH:9][C:10]([O:15][CH3:16])=[CH:11][CH:12]=2)[N:7]([CH2:19][C:20]2[CH:25]=[CH:24][CH:23]=[CH:22][CH:21]=2)[C:6]1=[O:17]. (2) Given the reactants CS(C)=O.[CH3:5][N:6]([CH3:12])[C@H:7]1[CH2:11][CH2:10][NH:9][CH2:8]1.[C:13]([C:15]1[C:20]2[N:21]=[C:22]([C:24]([N:26]([CH3:35])[CH2:27][CH2:28][C:29]3[CH:34]=[CH:33][CH:32]=[CH:31][CH:30]=3)=[O:25])[O:23][C:19]=2[C:18](F)=[C:17]([C:37]2[CH:42]=[CH:41][CH:40]=[CH:39][CH:38]=2)[C:16]=1[CH3:43])#[N:14].C(N(CC)CC)C, predict the reaction product. The product is: [C:13]([C:15]1[C:20]2[N:21]=[C:22]([C:24]([N:26]([CH3:35])[CH2:27][CH2:28][C:29]3[CH:30]=[CH:31][CH:32]=[CH:33][CH:34]=3)=[O:25])[O:23][C:19]=2[C:18]([N:9]2[CH2:10][CH2:11][C@H:7]([N:6]([CH3:12])[CH3:5])[CH2:8]2)=[C:17]([C:37]2[CH:42]=[CH:41][CH:40]=[CH:39][CH:38]=2)[C:16]=1[CH3:43])#[N:14]. (3) Given the reactants C1(C)C=CC(S(Cl)(=O)=[O:8])=CC=1.C(N(CC)CC)C.CN(C1C=CC=CN=1)C.[CH2:28]([CH:35]1[C:44]2[C:39](=[CH:40][CH:41]=[C:42]([O:45][CH3:46])[CH:43]=2)[CH2:38][CH2:37][C:36]1=[N:47]O)[C:29]1[CH:34]=[CH:33][CH:32]=[CH:31][CH:30]=1, predict the reaction product. The product is: [CH2:28]([CH:35]1[C:44]2[CH:43]=[C:42]([O:45][CH3:46])[CH:41]=[CH:40][C:39]=2[CH2:38][CH2:37][C:36](=[O:8])[NH:47]1)[C:29]1[CH:34]=[CH:33][CH:32]=[CH:31][CH:30]=1.[CH2:28]([CH:35]1[C:44]2[CH:43]=[C:42]([O:45][CH3:46])[CH:41]=[CH:40][C:39]=2[CH2:38][CH2:37][NH:47][C:36]1=[O:8])[C:29]1[CH:34]=[CH:33][CH:32]=[CH:31][CH:30]=1. (4) Given the reactants [CH3:1][C:2]1=[C:3]([CH2:22][C:23]([OH:25])=O)[C:4]2[CH:5]=[C:6]([F:21])[CH:7]=[CH:8][C:9]=2/[C:10]/1=[CH:11]\[C:12]1[CH:13]=[CH:14][C:15]([S+:18]([O-:20])[CH3:19])=[CH:16][CH:17]=1.[NH2:26][CH2:27][CH2:28][CH2:29][CH2:30][OH:31].CN(C(ON1N=NC2C=CC=CC1=2)=[N+](C)C)C.F[P-](F)(F)(F)(F)F.CCN(C(C)C)C(C)C, predict the reaction product. The product is: [F:21][C:6]1[CH:5]=[C:4]2[C:9]([C:10](=[CH:11][C:12]3[CH:17]=[CH:16][C:15]([S:18]([CH3:19])=[O:20])=[CH:14][CH:13]=3)[C:2]([CH3:1])=[C:3]2[CH2:22][C:23]([NH:26][CH2:27][CH2:28][CH2:29][CH2:30][OH:31])=[O:25])=[CH:8][CH:7]=1.